This data is from Full USPTO retrosynthesis dataset with 1.9M reactions from patents (1976-2016). The task is: Predict the reactants needed to synthesize the given product. (1) The reactants are: [NH:1]1[C:9]2[CH:8]=[CH:7][CH:6]=[C:5]3[CH2:10][CH2:11][N:12]([C:14]([O:16][C:17]([CH3:20])([CH3:19])[CH3:18])=[O:15])[CH2:13][C@H:3]([C:4]=23)[CH2:2]1.C=O.[C:23](O[BH-](OC(=O)C)OC(=O)C)(=O)C.[Na+].C(=O)(O)[O-].[Na+]. Given the product [CH3:23][N:1]1[C:9]2[CH:8]=[CH:7][CH:6]=[C:5]3[CH2:10][CH2:11][N:12]([C:14]([O:16][C:17]([CH3:20])([CH3:19])[CH3:18])=[O:15])[CH2:13][C@H:3]([C:4]=23)[CH2:2]1, predict the reactants needed to synthesize it. (2) Given the product [C:1]([S:5][C:6]1[CH:11]=[CH:10][C:9]([C:44]2[CH:43]=[CH:42][C:41]([C:25]3([C:30]4[C:35]([F:36])=[C:34]([F:37])[C:33]([F:38])=[C:32]([F:39])[C:31]=4[F:40])[C:24]([F:47])=[C:23]([F:48])[C:22]([O:49][C:50]4[C:55]([F:56])=[C:54]([F:57])[C:53]([C:69]5[CH:70]=[CH:71][C:72]([C:9]6[CH:8]=[CH:7][C:6]([S:5][C:1]([CH3:2])([CH3:3])[CH3:4])=[CH:11][CH:10]=6)=[CH:73][CH:74]=5)([C:58]5[C:63]([F:64])=[C:62]([F:65])[C:61]([F:66])=[C:60]([F:67])[C:59]=5[F:68])[CH:52]([F:75])[C:51]=4[F:76])=[C:27]([F:28])[CH:26]3[F:29])=[CH:46][CH:45]=2)=[CH:8][CH:7]=1)([CH3:4])([CH3:2])[CH3:3], predict the reactants needed to synthesize it. The reactants are: [C:1]([S:5][C:6]1[CH:11]=[CH:10][C:9](B2OC(C)(C)C(C)(C)O2)=[CH:8][CH:7]=1)([CH3:4])([CH3:3])[CH3:2].Br[C:22]1([O:49][C:50]2(Br)[C:55]([F:56])=[C:54]([F:57])[C:53]([C:69]3[CH:74]=[CH:73][CH:72]=[CH:71][CH:70]=3)([C:58]3[C:63]([F:64])=[C:62]([F:65])[C:61]([F:66])=[C:60]([F:67])[C:59]=3[F:68])[C:52]([F:75])=[C:51]2[F:76])[C:27]([F:28])=[C:26]([F:29])[C:25]([C:41]2[CH:46]=[CH:45][CH:44]=[CH:43][CH:42]=2)([C:30]2[C:35]([F:36])=[C:34]([F:37])[C:33]([F:38])=[C:32]([F:39])[C:31]=2[F:40])[C:24]([F:47])=[C:23]1[F:48].C(=O)([O-])[O-].[Na+].[Na+]. (3) Given the product [CH3:44][O:43][C:40]1[CH:39]=[CH:38][C:37]([C:30]([C:27]2[CH:26]=[CH:25][C:24]([O:23][CH3:22])=[CH:29][CH:28]=2)([C:31]2[CH:36]=[CH:35][CH:34]=[CH:33][CH:32]=2)[O:19][CH2:18][C@@H:10]2[C@H:11]3[O:12][C:13]([CH3:16])([CH3:17])[O:14][C@H:15]3[C@H:8]([N:6]3[CH:7]=[C:2]([F:1])[C:3](=[O:21])[NH:4][C:5]3=[O:20])[O:9]2)=[CH:42][CH:41]=1, predict the reactants needed to synthesize it. The reactants are: [F:1][C:2]1[C:3](=[O:21])[NH:4][C:5](=[O:20])[N:6]([C@H:8]2[C@H:15]3[C@H:11]([O:12][C:13]([CH3:17])([CH3:16])[O:14]3)[C@@H:10]([CH2:18][OH:19])[O:9]2)[CH:7]=1.[CH3:22][O:23][C:24]1[CH:29]=[CH:28][C:27]([C:30](Cl)([C:37]2[CH:42]=[CH:41][C:40]([O:43][CH3:44])=[CH:39][CH:38]=2)[C:31]2[CH:36]=[CH:35][CH:34]=[CH:33][CH:32]=2)=[CH:26][CH:25]=1. (4) Given the product [CH2:1]([O:13][C:14]([C:16]1[CH:17]=[C:18]2[C:23](=[O:22])[N:28]([OH:29])[C:20](=[O:21])[C:19]2=[CH:25][CH:26]=1)=[O:15])[CH2:2][CH2:3][CH2:4][CH2:5][CH2:6][CH2:7][CH2:8][CH2:9][CH2:10][CH2:11][CH3:12], predict the reactants needed to synthesize it. The reactants are: [CH2:1]([O:13][C:14]([C:16]1[CH:17]=[C:18]2[C:23](=O)[O:22][C:20](=[O:21])[C:19]2=[CH:25][CH:26]=1)=[O:15])[CH2:2][CH2:3][CH2:4][CH2:5][CH2:6][CH2:7][CH2:8][CH2:9][CH2:10][CH2:11][CH3:12].Cl.[NH2:28][OH:29].N1C=CC=CC=1. (5) Given the product [CH3:34][S:35]([O:19][CH2:18][CH:15]1[CH2:14][CH2:13][N:12]([C:10](=[O:11])/[CH:9]=[CH:8]/[C:5]2[CH:6]=[CH:7][C:2]([Cl:1])=[CH:3][C:4]=2[CH2:20][N:21]2[N:25]=[N:24][C:23]([CH3:26])=[N:22]2)[CH2:17][CH2:16]1)(=[O:37])=[O:36], predict the reactants needed to synthesize it. The reactants are: [Cl:1][C:2]1[CH:7]=[CH:6][C:5](/[CH:8]=[CH:9]/[C:10]([N:12]2[CH2:17][CH2:16][CH:15]([CH2:18][OH:19])[CH2:14][CH2:13]2)=[O:11])=[C:4]([CH2:20][N:21]2[N:25]=[N:24][C:23]([CH3:26])=[N:22]2)[CH:3]=1.C(N(CC)CC)C.[CH3:34][S:35](Cl)(=[O:37])=[O:36].C(=O)(O)[O-].[Na+]. (6) Given the product [C:4]([O:3][C:1]([NH:8][C@@H:9]([C:18]([O:20][CH2:28][CH:29]1[CH2:31][CH2:30]1)=[O:19])[CH2:10][C:11]1[CH:12]=[CH:13][C:14]([OH:17])=[CH:15][CH:16]=1)=[O:2])([CH3:5])([CH3:7])[CH3:6], predict the reactants needed to synthesize it. The reactants are: [C:1]([NH:8][C@@H:9]([C:18]([OH:20])=[O:19])[CH2:10][C:11]1[CH:16]=[CH:15][C:14]([OH:17])=[CH:13][CH:12]=1)([O:3][C:4]([CH3:7])([CH3:6])[CH3:5])=[O:2].C(=O)([O-])[O-].[Cs+].[Cs+].Br[CH2:28][CH:29]1[CH2:31][CH2:30]1. (7) Given the product [C:19]1([C:22]2[CH:23]=[CH:24][CH:25]=[CH:26][CH:27]=2)[CH:18]=[CH:17][C:16]([NH:15][C:13](=[O:14])[C:12]2[CH:28]=[CH:29][C:9]([OH:8])=[C:10]([NH:30][C:31](=[O:39])[CH2:32][N:33]3[CH2:34][CH2:35][O:36][CH2:37][CH2:38]3)[CH:11]=2)=[CH:21][CH:20]=1, predict the reactants needed to synthesize it. The reactants are: C([O:8][C:9]1[CH:29]=[CH:28][C:12]([C:13]([NH:15][C:16]2[CH:21]=[CH:20][C:19]([C:22]3[CH:27]=[CH:26][CH:25]=[CH:24][CH:23]=3)=[CH:18][CH:17]=2)=[O:14])=[CH:11][C:10]=1[NH:30][C:31](=[O:39])[CH2:32][N:33]1[CH2:38][CH2:37][O:36][CH2:35][CH2:34]1)C1C=CC=CC=1. (8) Given the product [CH:11]12[CH2:12][NH:13][CH:14]1[CH2:15][N:9]([C:7]([C:2]1[CH:3]=[CH:4][CH:5]=[CH:6][C:1]=1[O:29][CH3:28])=[O:8])[CH2:10]2, predict the reactants needed to synthesize it. The reactants are: [C:1]1(C2C=CC=CC=2)[CH:6]=[CH:5][CH:4]=[CH:3][C:2]=1[C:7]([N:9]1[CH2:15][CH:14]2[CH:11]([CH2:12][NH:13]2)[CH2:10]1)=[O:8].C1(C2C=CC=CC=2)C([C:28](O)=[O:29])=CC=CC=1. (9) Given the product [CH3:21][N:11]1[CH:12]=[C:13]([C:15]2[CH:16]=[CH:17][CH:18]=[CH:19][CH:20]=2)[N:14]=[C:10]1[NH:1][C:2]1[CH:7]=[CH:6][C:5]([OH:8])=[CH:4][CH:3]=1, predict the reactants needed to synthesize it. The reactants are: [NH2:1][C:2]1[CH:7]=[CH:6][C:5]([OH:8])=[CH:4][CH:3]=1.Cl[C:10]1[N:11]([CH3:21])[CH:12]=[C:13]([C:15]2[CH:20]=[CH:19][CH:18]=[CH:17][CH:16]=2)[N:14]=1.O.C1(C)C=CC(S(O)(=O)=O)=CC=1. (10) Given the product [Cl:18][C:12](=[O:14])[CH2:11][C:8]1[CH:9]=[CH:10][C:5]([C:3]([O:2][CH3:1])=[O:4])=[CH:6][CH:7]=1, predict the reactants needed to synthesize it. The reactants are: [CH3:1][O:2][C:3]([C:5]1[CH:10]=[CH:9][C:8]([CH2:11][C:12]([OH:14])=O)=[CH:7][CH:6]=1)=[O:4].C(Cl)(=O)C([Cl:18])=O.